From a dataset of Catalyst prediction with 721,799 reactions and 888 catalyst types from USPTO. Predict which catalyst facilitates the given reaction. (1) Reactant: [F:1][C:2]1[CH:7]=[CH:6][C:5]([O:8][CH3:9])=[CH:4][C:3]=1[C:10]1[CH:15]=[CH:14][C:13]([CH2:16][OH:17])=[CH:12][C:11]=1[C@H:18]([OH:23])[C:19]([CH3:22])([CH3:21])[CH3:20].[F:24][C:25]1[CH:30]=[CH:29][C:28]([O:31][CH3:32])=[CH:27][C:26]=1[C:33]1[CH:38]=[CH:37][C:36]([CH2:39][OH:40])=[CH:35][C:34]=1[C@@H:41]([OH:46])[C:42]([CH3:45])([CH3:44])[CH3:43].C(Cl)Cl.[Si:50](Cl)([C:53]([CH3:56])([CH3:55])[CH3:54])([CH3:52])[CH3:51]. Product: [CH3:54][C:53]([Si:50]([CH3:52])([CH3:51])[O:17][CH2:16][C:13]1[CH:14]=[CH:15][C:10]([C:3]2[CH:4]=[C:5]([O:8][CH3:9])[CH:6]=[CH:7][C:2]=2[F:1])=[C:11]([C@@H:18]([OH:23])[C:19]([CH3:20])([CH3:22])[CH3:21])[CH:12]=1)([CH3:56])[CH3:55].[CH3:54][C:53]([Si:50]([CH3:52])([CH3:51])[O:40][CH2:39][C:36]1[CH:37]=[CH:38][C:33]([C:26]2[CH:27]=[C:28]([O:31][CH3:32])[CH:29]=[CH:30][C:25]=2[F:24])=[C:34]([C@H:41]([OH:46])[C:42]([CH3:43])([CH3:45])[CH3:44])[CH:35]=1)([CH3:56])[CH3:55]. The catalyst class is: 142. (2) Reactant: C[O:2][C:3](=[O:20])[C:4]1[CH:9]=[C:8]([C:10](=[O:12])[CH3:11])[CH:7]=[CH:6][C:5]=1[O:13][CH2:14][CH2:15][CH2:16][N:17]=[N+:18]=[N-:19].[OH-].[Li+].[OH-].[Na+]. Product: [C:10]([C:8]1[CH:7]=[CH:6][C:5]([O:13][CH2:14][CH2:15][CH2:16][N:17]=[N+:18]=[N-:19])=[C:4]([CH:9]=1)[C:3]([OH:20])=[O:2])(=[O:12])[CH3:11]. The catalyst class is: 38. (3) Reactant: Cl.Cl.[Cl:3][C:4]1[C:9]([O:10][CH3:11])=[CH:8][C:7]([N:12]2[CH2:17][CH2:16][NH:15][CH2:14][CH2:13]2)=[C:6]([F:18])[CH:5]=1.[NH2:19][C:20]1[N:25]=[CH:24][N:23]=[C:22]2[N:26]([CH2:34][C:35](O)=[O:36])[N:27]=[C:28]([C:29]3[NH:30][CH:31]=[CH:32][N:33]=3)[C:21]=12.CN([P+](ON1N=NC2C=CC=CC1=2)(N(C)C)N(C)C)C.F[P-](F)(F)(F)(F)F.C(N(CC)C(C)C)(C)C. The catalyst class is: 3. Product: [NH2:19][C:20]1[N:25]=[CH:24][N:23]=[C:22]2[N:26]([CH2:34][C:35]([N:15]3[CH2:14][CH2:13][N:12]([C:7]4[CH:8]=[C:9]([O:10][CH3:11])[C:4]([Cl:3])=[CH:5][C:6]=4[F:18])[CH2:17][CH2:16]3)=[O:36])[N:27]=[C:28]([C:29]3[NH:33][CH:32]=[CH:31][N:30]=3)[C:21]=12. (4) Reactant: N1C2C(=CC=CC=2)C=N1.C(OC(=O)[N:16]([CH2:48][CH3:49])[CH2:17][C:18]1[CH:19]=[N:20][CH:21]=[C:22]([C:26]2[CH:27]=[C:28]3[C:32](=[CH:33][CH:34]=2)[NH:31][N:30]=[C:29]3[C:35]2[N:36](COCC[Si](C)(C)C)[CH:37]=[CH:38][N:39]=2)[C:23]=1[CH2:24][CH3:25])(C)(C)C. Product: [CH2:48]([NH:16][CH2:17][C:18]1[CH:19]=[N:20][CH:21]=[C:22]([C:26]2[CH:27]=[C:28]3[C:32](=[CH:33][CH:34]=2)[NH:31][N:30]=[C:29]3[C:35]2[NH:36][CH:37]=[CH:38][N:39]=2)[C:23]=1[CH2:24][CH3:25])[CH3:49]. The catalyst class is: 33. (5) Reactant: [Cl:1][C:2]1[CH:3]=[N:4][C:5]2[C:6](=O)[CH2:7][CH2:8][C:9]=2[CH:10]=1.[NH2:12][C:13]1[CH:14]=[CH:15][C:16]([F:27])=[C:17]([C@@:19]2([CH3:26])[NH:24][C:23](=[O:25])[CH2:22][O:21][CH2:20]2)[CH:18]=1.[B][B][B][B][B][B][B][B][B][B].C(=O)([O-])O.[Na+]. Product: [Cl:1][C:2]1[CH:3]=[N:4][C:5]2[CH:6]([NH:12][C:13]3[CH:14]=[CH:15][C:16]([F:27])=[C:17]([C@@:19]4([CH3:26])[NH:24][C:23](=[O:25])[CH2:22][O:21][CH2:20]4)[CH:18]=3)[CH2:7][CH2:8][C:9]=2[CH:10]=1. The catalyst class is: 138. (6) Reactant: [N:1]1([CH2:6][CH2:7][CH2:8][S:9]([C:12]2[CH:17]=[CH:16][C:15]([NH:18][C:19]3[N:24]=[CH:23][C:22]([NH2:25])=[CH:21][N:20]=3)=[CH:14][CH:13]=2)(=[O:11])=[O:10])[CH2:5][CH2:4][CH2:3][CH2:2]1.C([O:29][C:30]1[C:31]([CH3:39])=[C:32]([CH:36]=[CH:37][CH:38]=1)[C:33](Cl)=[O:34])(=O)C.C[O-].[Na+]. Product: [OH:29][C:30]1[C:31]([CH3:39])=[C:32]([CH:36]=[CH:37][CH:38]=1)[C:33]([NH:25][C:22]1[CH:23]=[N:24][C:19]([NH:18][C:15]2[CH:14]=[CH:13][C:12]([S:9]([CH2:8][CH2:7][CH2:6][N:1]3[CH2:2][CH2:3][CH2:4][CH2:5]3)(=[O:10])=[O:11])=[CH:17][CH:16]=2)=[N:20][CH:21]=1)=[O:34]. The catalyst class is: 36. (7) Reactant: [C:1]([O:5][C:6](=[O:21])[N:7]([C:14]1[CH:15]=[N:16][CH:17]=[CH:18][C:19]=1I)[CH2:8][C:9]1[O:10][CH:11]=[CH:12][N:13]=1)([CH3:4])([CH3:3])[CH3:2].[F:22][C:23]1[CH:28]=[CH:27][C:26](B(O)O)=[C:25]([O:32][CH3:33])[CH:24]=1. Product: [C:1]([O:5][C:6](=[O:21])[N:7]([C:14]1[CH:15]=[N:16][CH:17]=[CH:18][C:19]=1[C:26]1[CH:27]=[CH:28][C:23]([F:22])=[CH:24][C:25]=1[O:32][CH3:33])[CH2:8][C:9]1[O:10][CH:11]=[CH:12][N:13]=1)([CH3:4])([CH3:3])[CH3:2]. The catalyst class is: 243.